The task is: Predict the reaction yield, written as a fraction of the theoretical maximum amount of product (1.0 means a 100% yield; for example, 0.34 means a 34% yield).. This data is from Reaction yield outcomes from USPTO patents with 853,638 reactions. (1) The reactants are [Cl:1][C:2]1[C:3]([NH:18][CH2:19][CH2:20][CH2:21][C:22]2[CH:27]=[CH:26][CH:25]=[C:24]([O:28]C)[CH:23]=2)=[N:4][C:5]([NH:8][C:9]2[CH:10]=[C:11]([CH2:15][CH2:16]O)[CH:12]=[CH:13][CH:14]=2)=[N:6][CH:7]=1.B(Br)(Br)[Br:31].C([O-])([O-])=O.[Na+].[Na+]. The catalyst is C(Cl)Cl.C(=O)=O. The product is [Br:31][CH2:16][CH2:15][C:11]1[CH:10]=[C:9]([NH:8][C:5]2[N:4]=[C:3]([NH:18][CH2:19][CH2:20][CH2:21][C:22]3[CH:23]=[C:24]([OH:28])[CH:25]=[CH:26][CH:27]=3)[C:2]([Cl:1])=[CH:7][N:6]=2)[CH:14]=[CH:13][CH:12]=1. The yield is 0.900. (2) The reactants are [C:1]1([CH:7]([C:11]2[CH:16]=[CH:15][CH:14]=[CH:13][CH:12]=2)[C:8]([OH:10])=O)[CH:6]=[CH:5][CH:4]=[CH:3][CH:2]=1.[CH3:17][O:18][C:19]1[CH:20]=[C:21]([C:27]2([CH2:32][NH2:33])[CH2:31][CH2:30][CH2:29][CH2:28]2)[CH:22]=[CH:23][C:24]=1[O:25][CH3:26].C(N(CC)CC)C.F[P-](F)(F)(F)(F)F.N1(OC(N(C)C)=[N+](C)C)C2N=CC=CC=2N=N1. The catalyst is C(#N)C. The product is [CH3:17][O:18][C:19]1[CH:20]=[C:21]([C:27]2([CH2:32][NH:33][C:8](=[O:10])[CH:7]([C:1]3[CH:2]=[CH:3][CH:4]=[CH:5][CH:6]=3)[C:11]3[CH:16]=[CH:15][CH:14]=[CH:13][CH:12]=3)[CH2:28][CH2:29][CH2:30][CH2:31]2)[CH:22]=[CH:23][C:24]=1[O:25][CH3:26]. The yield is 0.155. (3) The reactants are [CH2:1]1[CH:9]2[N:4]([CH2:5][CH:6]=[C:7]([C:10]3[CH:16]=[CH:15][C:13]([NH2:14])=[CH:12][CH:11]=3)[CH2:8]2)[CH2:3][CH2:2]1. The catalyst is CO.[Pd]. The product is [CH2:1]1[CH:9]2[N:4]([CH2:5][CH2:6][CH:7]([C:10]3[CH:11]=[CH:12][C:13]([NH2:14])=[CH:15][CH:16]=3)[CH2:8]2)[CH2:3][CH2:2]1. The yield is 1.00. (4) The yield is 0.990. The reactants are [CH3:1][O:2][C:3]1[CH:4]=[C:5]2[C:9](=[C:10]([O:12][CH3:13])[CH:11]=1)[C:8](=[O:14])[CH2:7][CH2:6]2.C([O:19][N:20]=O)CCC.Cl. The catalyst is CO. The product is [CH3:1][O:2][C:3]1[CH:4]=[C:5]2[C:9](=[C:10]([O:12][CH3:13])[CH:11]=1)[C:8](=[O:14])[C:7](=[N:20][OH:19])[CH2:6]2. (5) The yield is 0.110. The product is [Cl:1][C:2]1[CH:3]=[C:4]2[C:8](=[C:9]([F:11])[CH:10]=1)[N:7]([CH2:12][CH2:13][S:14]([CH3:17])(=[O:16])=[O:15])[C:6]([CH2:18][N:26]1[C:27]3=[CH:28][N:29]=[CH:30][CH:31]=[C:32]3[C:24]([S:21]([CH3:20])(=[O:22])=[O:23])=[N:25]1)=[CH:5]2. The reactants are [Cl:1][C:2]1[CH:3]=[C:4]2[C:8](=[C:9]([F:11])[CH:10]=1)[N:7]([CH2:12][CH2:13][S:14]([CH3:17])(=[O:16])=[O:15])[C:6]([CH2:18]Cl)=[CH:5]2.[CH3:20][S:21]([C:24]1[C:32]2[C:27](=[CH:28][N:29]=[CH:30][CH:31]=2)[NH:26][N:25]=1)(=[O:23])=[O:22].C([O-])([O-])=O.[K+].[K+]. The catalyst is CN(C=O)C. (6) The reactants are [N+:1]([C:4]1[CH:11]=[CH:10][CH:9]=[CH:8][C:5]=1[CH:6]=O)([O-:3])=[O:2].[NH2:12][C:13]1[CH:18]=[CH:17][C:16]([CH2:19][CH2:20][C:21]([CH3:31])([S:27]([CH3:30])(=[O:29])=[O:28])[C:22]([O:24][CH2:25][CH3:26])=[O:23])=[CH:15][CH:14]=1. The catalyst is C(O)C. The product is [CH3:31][C:21]([S:27]([CH3:30])(=[O:29])=[O:28])([CH2:20][CH2:19][C:16]1[CH:15]=[CH:14][C:13](/[N:12]=[CH:6]/[C:5]2[CH:8]=[CH:9][CH:10]=[CH:11][C:4]=2[N+:1]([O-:3])=[O:2])=[CH:18][CH:17]=1)[C:22]([O:24][CH2:25][CH3:26])=[O:23]. The yield is 0.824.